Dataset: Reaction yield outcomes from USPTO patents with 853,638 reactions. Task: Predict the reaction yield, written as a fraction of the theoretical maximum amount of product (1.0 means a 100% yield; for example, 0.34 means a 34% yield). (1) The reactants are [F:1][C:2]1[CH:3]=[C:4]([NH2:23])[CH:5]=[CH:6][C:7]=1[O:8][C:9]1[CH:14]=[CH:13][N:12]=[CH:11][C:10]=1[C:15]#[C:16][C:17]1[CH:22]=[CH:21][CH:20]=[CH:19][N:18]=1.[F:24][C:25]1[CH:30]=[CH:29][C:28]([CH2:31][C:32]([N:34]=[C:35]=[O:36])=[O:33])=[CH:27][CH:26]=1.COC1C=CC(CNC2N=CN=C(OC3C=CC(NC(NC(=O)CC4C=CC(F)=CC=4)=O)=CC=3F)C=2)=CC=1.[ClH:75]. No catalyst specified. The product is [ClH:75].[ClH:75].[F:1][C:2]1[CH:3]=[C:4]([NH:23][C:35]([NH:34][C:32](=[O:33])[CH2:31][C:28]2[CH:29]=[CH:30][C:25]([F:24])=[CH:26][CH:27]=2)=[O:36])[CH:5]=[CH:6][C:7]=1[O:8][C:9]1[CH:14]=[CH:13][N:12]=[CH:11][C:10]=1[C:15]#[C:16][C:17]1[CH:22]=[CH:21][CH:20]=[CH:19][N:18]=1. The yield is 0.600. (2) The catalyst is C(Cl)Cl. The yield is 0.710. The product is [Br:1][CH2:33][C:31]1[N:32]=[C:28]([C:22]2[CH:27]=[CH:26][CH:25]=[CH:24][CH:23]=2)[S:29][CH:30]=1. The reactants are [Br:1]Br.C1(P(C2C=CC=CC=2)C2C=CC=CC=2)C=CC=CC=1.[C:22]1([C:28]2[S:29][CH:30]=[C:31]([CH2:33]O)[N:32]=2)[CH:27]=[CH:26][CH:25]=[CH:24][CH:23]=1. (3) The reactants are C(N(CC)CC)C.[CH3:8][N:9]([CH3:17])[CH:10]=[CH:11][C:12]([O:14][CH2:15][CH3:16])=[O:13].[F:18][C:19]1[CH:27]=[C:26]([F:28])[C:25]([F:29])=[CH:24][C:20]=1[C:21](Cl)=[O:22]. The catalyst is C1(C)C=CC=CC=1. The product is [CH3:8][N:9]([CH3:17])[CH:10]=[C:11]([C:21](=[O:22])[C:20]1[CH:24]=[C:25]([F:29])[C:26]([F:28])=[CH:27][C:19]=1[F:18])[C:12]([O:14][CH2:15][CH3:16])=[O:13]. The yield is 0.840. (4) The reactants are Br[C:2]1[C:10]2[O:9][CH2:8][CH:7]([C:11]3[CH:16]=[CH:15][C:14]([CH:17]([CH3:19])[CH3:18])=[CH:13][CH:12]=3)[C:6]=2[C:5]([CH3:20])=[C:4]([NH:21][C:22](=[O:28])[CH2:23][C:24]([CH3:27])([CH3:26])[CH3:25])[C:3]=1[CH3:29].[CH3:30][O:31][C:32]1[CH:33]=[C:34](B(O)O)[CH:35]=[CH:36][CH:37]=1. The catalyst is CCCCCC.C(OCC)(=O)C. The product is [CH:17]([C:14]1[CH:13]=[CH:12][C:11]([CH:7]2[C:6]3[C:5]([CH3:20])=[C:4]([NH:21][C:22](=[O:28])[CH2:23][C:24]([CH3:27])([CH3:26])[CH3:25])[C:3]([CH3:29])=[C:2]([C:36]4[CH:35]=[CH:34][CH:33]=[C:32]([O:31][CH3:30])[CH:37]=4)[C:10]=3[O:9][CH2:8]2)=[CH:16][CH:15]=1)([CH3:18])[CH3:19]. The yield is 0.640. (5) The yield is 0.280. The catalyst is O1CCCC1. The reactants are O[CH:2]1[CH2:7][CH2:6][CH2:5][N:4]([C:8]([O:10][C:11]([CH3:14])([CH3:13])[CH3:12])=[O:9])[CH2:3]1.[C:15]1(=[O:25])[NH:19][C:18](=[O:20])[C:17]2=[CH:21][CH:22]=[CH:23][CH:24]=[C:16]12.C1(P(C2C=CC=CC=2)C2C=CC=CC=2)C=CC=CC=1.N(C(OCC)=O)=NC(OCC)=O.C1(C)C=CC=CC=1. The product is [O:20]=[C:18]1[C:17]2[C:16](=[CH:24][CH:23]=[CH:22][CH:21]=2)[C:15](=[O:25])[N:19]1[CH:2]1[CH2:7][CH2:6][CH2:5][N:4]([C:8]([O:10][C:11]([CH3:14])([CH3:13])[CH3:12])=[O:9])[CH2:3]1.